Dataset: Full USPTO retrosynthesis dataset with 1.9M reactions from patents (1976-2016). Task: Predict the reactants needed to synthesize the given product. (1) Given the product [Br:6][C:7]1[N:12]=[C:11]([O:13][CH3:14])[C:10]([N:15]([CH2:2][C:3](=[O:5])[CH3:4])[CH:16]=[O:17])=[CH:9][CH:8]=1, predict the reactants needed to synthesize it. The reactants are: Cl[CH2:2][C:3](=[O:5])[CH3:4].[Br:6][C:7]1[N:12]=[C:11]([O:13][CH3:14])[C:10]([NH:15][CH:16]=[O:17])=[CH:9][CH:8]=1.C(=O)([O-])[O-].[Cs+].[Cs+].[I-].[K+]. (2) Given the product [Cl:19][C:20]1[CH:26]=[CH:25][C:23]([NH:24][C:8](=[O:10])[CH:2]([CH3:1])[C:3]([O:5][CH2:6][CH3:7])=[O:4])=[CH:22][C:21]=1[F:27], predict the reactants needed to synthesize it. The reactants are: [CH3:1][CH:2]([C:8]([O:10]CC)=O)[C:3]([O:5][CH2:6][CH3:7])=[O:4].N1C=CC=CC=1.[Cl:19][C:20]1[CH:26]=[CH:25][C:23]([NH2:24])=[CH:22][C:21]=1[F:27]. (3) Given the product [CH2:25]([O:24][C:22]([C@@H:21]1[CH2:27][CH2:28][CH2:29][N:19]([C:13]([C:11]2[S:12][C:8]([C:5]3[C:4]([CH3:16])=[C:3]([C:2]([F:1])([F:18])[F:17])[O:7][N:6]=3)=[CH:9][CH:10]=2)=[O:15])[CH2:20]1)=[O:23])[CH3:26], predict the reactants needed to synthesize it. The reactants are: [F:1][C:2]([F:18])([F:17])[C:3]1[O:7][N:6]=[C:5]([C:8]2[S:12][C:11]([C:13]([OH:15])=O)=[CH:10][CH:9]=2)[C:4]=1[CH3:16].[NH:19]1[CH2:29][CH2:28][CH2:27][C@@H:21]([C:22]([O:24][CH2:25][CH3:26])=[O:23])[CH2:20]1. (4) Given the product [O:20]=[C:16]1[CH2:17][CH2:18][CH2:19][N:15]1[C:2]1[N:3]=[C:4]([CH:13]=[O:14])[N:5]([C:7]2[CH:12]=[CH:11][CH:10]=[CH:9][CH:8]=2)[CH:6]=1, predict the reactants needed to synthesize it. The reactants are: Br[C:2]1[N:3]=[C:4]([CH:13]=[O:14])[N:5]([C:7]2[CH:12]=[CH:11][CH:10]=[CH:9][CH:8]=2)[CH:6]=1.[NH:15]1[CH2:19][CH2:18][CH2:17][C:16]1=[O:20]. (5) Given the product [CH3:13][C:14]1[N:19]=[C:18]([S:20][CH2:2][C:3]2[CH:4]=[N:5][C:6]3[C:11]([CH:12]=2)=[CH:10][CH:9]=[CH:8][CH:7]=3)[N:17]=[C:16]([OH:21])[CH:15]=1, predict the reactants needed to synthesize it. The reactants are: Br[CH2:2][C:3]1[CH:4]=[N:5][C:6]2[C:11]([CH:12]=1)=[CH:10][CH:9]=[CH:8][CH:7]=2.[CH3:13][C:14]1[N:19]=[C:18]([SH:20])[N:17]=[C:16]([OH:21])[CH:15]=1.C(N(CC)CC)C. (6) Given the product [Cl:17][C:9]1[C:10]2[C:5](=[CH:4][C:3]([O:2][CH3:1])=[CH:12][CH:11]=2)[CH:6]=[C:7]([CH3:14])[N:8]=1, predict the reactants needed to synthesize it. The reactants are: [CH3:1][O:2][C:3]1[CH:4]=[C:5]2[C:10](=[CH:11][CH:12]=1)[C:9](=O)[NH:8][C:7]([CH3:14])=[CH:6]2.P(Cl)(Cl)([Cl:17])=O. (7) Given the product [Br:17][CH2:2][C:1]([C:4]1[CH:5]=[C:6]([NH:10][C:11](=[O:16])[C:12]([CH3:15])([CH3:14])[CH3:13])[CH:7]=[CH:8][CH:9]=1)=[O:3], predict the reactants needed to synthesize it. The reactants are: [C:1]([C:4]1[CH:5]=[C:6]([NH:10][C:11](=[O:16])[C:12]([CH3:15])([CH3:14])[CH3:13])[CH:7]=[CH:8][CH:9]=1)(=[O:3])[CH3:2].[Br-:17].[Br-].[Br-].[NH+]1C=CC=CC=1.[NH+]1C=CC=CC=1.[NH+]1C=CC=CC=1. (8) Given the product [Br:1][C:2]1[CH:10]=[CH:9][C:8]([C:11](=[O:13])[NH2:29])=[C:7]2[C:3]=1[CH:4]=[C:5]([C:14]1[CH2:15][N:16]([C:19]([O:21][C:22]([CH3:24])([CH3:25])[CH3:23])=[O:20])[CH2:17][CH:18]=1)[NH:6]2, predict the reactants needed to synthesize it. The reactants are: [Br:1][C:2]1[CH:10]=[CH:9][C:8]([C:11]([OH:13])=O)=[C:7]2[C:3]=1[CH:4]=[C:5]([C:14]1[CH2:15][N:16]([C:19]([O:21][C:22]([CH3:25])([CH3:24])[CH3:23])=[O:20])[CH2:17][CH:18]=1)[NH:6]2.C1C[N:29]([P+](ON2N=NC3C=CC=CC2=3)(N2CCCC2)N2CCCC2)CC1.F[P-](F)(F)(F)(F)F.C1C=CC2N(O)N=NC=2C=1.CCN(C(C)C)C(C)C.[NH4+].[Cl-].